From a dataset of Full USPTO retrosynthesis dataset with 1.9M reactions from patents (1976-2016). Predict the reactants needed to synthesize the given product. (1) Given the product [C:1]([C:3]1[CH:4]=[C:5]([N:10]([CH2:15][C:16]2[CH:21]=[CH:20][C:19]([C:24]3[CH:25]=[CH:26][CH:27]=[CH:28][C:23]=3[CH3:32])=[CH:18][CH:17]=2)[C:11](=[O:14])[CH2:12][CH3:13])[CH:6]=[C:7]([F:9])[CH:8]=1)#[N:2], predict the reactants needed to synthesize it. The reactants are: [C:1]([C:3]1[CH:4]=[C:5]([N:10]([CH2:15][C:16]2[CH:21]=[CH:20][CH:19]=[C:18](I)[CH:17]=2)[C:11](=[O:14])[CH2:12][CH3:13])[CH:6]=[C:7]([F:9])[CH:8]=1)#[N:2].[C:23]1([CH3:32])[CH:28]=[CH:27][CH:26]=[CH:25][C:24]=1B(O)O. (2) Given the product [O:1]1[C:5]2[CH:6]=[CH:7][C:8]([C:10]3[O:14][C:13]([S:15][CH2:16][C:17]4[CH:24]=[CH:23][C:20]([CH3:21])=[CH:19][CH:18]=4)=[N:12][N:11]=3)=[CH:9][C:4]=2[CH2:3][CH2:2]1, predict the reactants needed to synthesize it. The reactants are: [O:1]1[C:5]2[CH:6]=[CH:7][C:8]([C:10]3[O:14][C:13]([SH:15])=[N:12][N:11]=3)=[CH:9][C:4]=2[CH2:3][CH2:2]1.[CH3:16][C:17]1[CH:24]=[CH:23][C:20]([CH2:21]Br)=[CH:19][CH:18]=1. (3) Given the product [OH:13][C@H:2]1[CH:1]2[CH:5]([C@@H:6]2[C:7]([O:9][CH2:10][CH3:11])=[O:8])[S:4][CH2:3]1, predict the reactants needed to synthesize it. The reactants are: [CH:1]12[C@@H:6]([C:7]([O:9][CH2:10][CH3:11])=[O:8])[CH:5]1[S:4][CH:3]=[CH:2]2.B(O[O-])=[O:13].O.[Na+].O. (4) Given the product [C:11]([OH:21])(=[O:20])[C:12]1[NH:19][C:17](=[O:18])[NH:16][C:14](=[O:15])[CH:13]=1.[O:2]=[C:3]([CH2:5][N:6]([C:8](=[NH:9])[NH2:10])[CH3:7])[OH:4].[O:2]=[C:3]([CH2:5][N:6]([C:8](=[NH:9])[NH2:10])[CH3:7])[OH:4], predict the reactants needed to synthesize it. The reactants are: O.[O:2]=[C:3]([CH2:5][N:6]([C:8](=[NH:10])[NH2:9])[CH3:7])[OH:4].[C:11]([OH:21])(=[O:20])[C:12]1[NH:19][C:17](=[O:18])[NH:16][C:14](=[O:15])[CH:13]=1. (5) Given the product [CH3:1][O:4][C:5]([C:6]1[CH2:27][C:28]([CH3:31])([CH3:30])[CH2:29][C:25]=1[C:23]([OH:24])=[O:22])=[O:7], predict the reactants needed to synthesize it. The reactants are: [C:1]([O:4][C:5](=[O:7])[CH3:6])(=O)C.CCN(C(C)C)C(C)C.C([O-])=O.[Na+].C[O:22][C:23]([C:25]1[CH2:29][C:28]([CH3:31])([CH3:30])[CH2:27]C=1OS(C(F)(F)F)(=O)=O)=[O:24].[Li+].[Cl-].Cl. (6) Given the product [N+:1]([C:4]1[CH:9]=[CH:8][CH:7]=[CH:6][CH:5]=1)(=[N:11][C:4]1[CH:9]=[CH:8][CH:7]=[CH:6][CH:5]=1)[O-:3], predict the reactants needed to synthesize it. The reactants are: [N+:1]([C:4]1[CH:9]=[CH:8][CH:7]=[CH:6][CH:5]=1)([O-:3])=O.O.[NH4+:11].[Cl-].